From a dataset of Catalyst prediction with 721,799 reactions and 888 catalyst types from USPTO. Predict which catalyst facilitates the given reaction. Reactant: [NH2:1][C:2]1[NH:3][C:4](=[O:21])[C:5]2[C:10]([C:11]3[C:16]([CH3:17])=[CH:15][C:14]([CH3:18])=[CH:13][C:12]=3[CH3:19])=[CH:9][N:8]([CH3:20])[C:6]=2[N:7]=1.CN(C)C=O.[H-].[Na+].[CH2:29](I)[CH3:30]. Product: [NH2:1][C:2]1[N:3]([CH2:29][CH3:30])[C:4](=[O:21])[C:5]2[C:10]([C:11]3[C:16]([CH3:17])=[CH:15][C:14]([CH3:18])=[CH:13][C:12]=3[CH3:19])=[CH:9][N:8]([CH3:20])[C:6]=2[N:7]=1. The catalyst class is: 6.